Dataset: Reaction yield outcomes from USPTO patents with 853,638 reactions. Task: Predict the reaction yield, written as a fraction of the theoretical maximum amount of product (1.0 means a 100% yield; for example, 0.34 means a 34% yield). (1) The reactants are F[C:2]1[CH:7]=[CH:6][CH:5]=[CH:4][C:3]=1[NH:8][C:9]([C:11]1[NH:12][CH:13]=[CH:14][N:15]=1)=[O:10].[H-].[Na+].CO.C(Cl)Cl. The catalyst is CN(C)C(=O)C. The product is [CH:13]1[N:12]2[C:4]3[C:3]([NH:8][C:9](=[O:10])[C:11]2=[N:15][CH:14]=1)=[CH:2][CH:7]=[CH:6][CH:5]=3. The yield is 0.790. (2) The reactants are [C:1]([O:5][C:6]([N:8]1[CH2:13][CH:12]=[C:11]([C:14]2[CH:36]=[CH:35][C:17]3[C:18]4[N:22]([CH2:23][CH2:24][O:25][C:16]=3[CH:15]=2)[CH:21]=[C:20]([C:26]2[N:27]([CH:32]([CH3:34])[CH3:33])[N:28]=[C:29]([CH3:31])[N:30]=2)[N:19]=4)[CH2:10][CH2:9]1)=[O:7])([CH3:4])([CH3:3])[CH3:2].B.C1C[O:41]CC1.[OH-].[Na+].OO. The catalyst is COCCOCCOC.O. The product is [C:1]([O:5][C:6]([N:8]1[CH2:9][CH2:10][C@@H:11]([C:14]2[CH:36]=[CH:35][C:17]3[C:18]4[N:22]([CH2:23][CH2:24][O:25][C:16]=3[CH:15]=2)[CH:21]=[C:20]([C:26]2[N:27]([CH:32]([CH3:33])[CH3:34])[N:28]=[C:29]([CH3:31])[N:30]=2)[N:19]=4)[C@H:12]([OH:41])[CH2:13]1)=[O:7])([CH3:2])([CH3:4])[CH3:3]. The yield is 0.740. (3) The reactants are [NH2:1][C@@H:2]([C:13]1[NH:14][CH:15]=[C:16]([C:18]2[CH:23]=[CH:22][CH:21]=[CH:20][CH:19]=2)[N:17]=1)[CH2:3][C:4]1[C:12]2[C:7](=[CH:8][CH:9]=[CH:10][CH:11]=2)[NH:6][CH:5]=1.[CH2:24]1[C:29](=[O:30])[N:28]([O:31][C:32](ON2C(=O)CCC2=O)=[O:33])[C:26](=[O:27])[CH2:25]1. The catalyst is C(#N)C. The product is [O:27]=[C:26]1[CH2:25][CH2:24][C:29](=[O:30])[N:28]1[O:31][C:32]([NH:1][C@@H:2]([C:13]1[NH:14][CH:15]=[C:16]([C:18]2[CH:23]=[CH:22][CH:21]=[CH:20][CH:19]=2)[N:17]=1)[CH2:3][C:4]1[C:12]2[C:7](=[CH:8][CH:9]=[CH:10][CH:11]=2)[NH:6][CH:5]=1)=[O:33]. The yield is 0.490. (4) The reactants are [C:1]([O:5][C:6](=[O:45])[CH2:7][C:8]1[CH:9]=[C:10]2[C:14](=[CH:15][CH:16]=1)[N:13](C1CCCCO1)[N:12]=[C:11]2[C:23]1[N:28]=[C:27]([O:29][C@H:30]2[CH2:37][N:36](C(OC(C)(C)C)=O)[CH2:35][CH2:34][C:31]32[CH2:33][CH2:32]3)[CH:26]=[N:25][CH:24]=1)(C)([CH3:3])[CH3:2].CC(O)C. The catalyst is Cl. The product is [CH2:32]1[C:31]2([CH2:34][CH2:35][NH:36][CH2:37][C@@H:30]2[O:29][C:27]2[N:28]=[C:23]([C:11]3[C:10]4[C:14](=[CH:15][CH:16]=[C:8]([CH2:7][C:6]([O:5][CH:1]([CH3:3])[CH3:2])=[O:45])[CH:9]=4)[NH:13][N:12]=3)[CH:24]=[N:25][CH:26]=2)[CH2:33]1. The yield is 0.950. (5) The product is [CH3:1][O:2][C:3]1[CH:13]=[CH:12][C:6](/[CH:7]=[CH:8]/[C:9]([O:11][CH3:19])=[O:10])=[CH:5][CH:4]=1. No catalyst specified. The reactants are [CH3:1][O:2][C:3]1[CH:13]=[CH:12][C:6]([CH:7]=[CH:8][C:9]([OH:11])=[O:10])=[CH:5][CH:4]=1.S(=O)(=O)(O)O.[CH3:19]O. The yield is 0.960.